Dataset: Reaction yield outcomes from USPTO patents with 853,638 reactions. Task: Predict the reaction yield, written as a fraction of the theoretical maximum amount of product (1.0 means a 100% yield; for example, 0.34 means a 34% yield). (1) The catalyst is O1CCCC1. The yield is 0.389. The product is [Cl:9][C:10]1[CH:15]=[C:14]([O:4][CH2:3][C:2]([F:6])([F:5])[F:1])[N:13]=[CH:12][N:11]=1. The reactants are [F:1][C:2]([F:6])([F:5])[CH2:3][OH:4].[H-].[Na+].[Cl:9][C:10]1[CH:15]=[C:14](Cl)[N:13]=[CH:12][N:11]=1.[Cl-].[NH4+]. (2) The reactants are [F:1][C:2]1[CH:3]=[C:4]2[C:8](=[CH:9][CH:10]=1)[C:7](=[O:11])[CH2:6][CH2:5]2.CO.[BH4-].[Na+]. The catalyst is ClCCl. The product is [F:1][C:2]1[CH:3]=[C:4]2[C:8](=[CH:9][CH:10]=1)[CH:7]([OH:11])[CH2:6][CH2:5]2. The yield is 1.00. (3) The reactants are Br[C:2]1[C:3]([C:11]2[CH:16]=[CH:15][C:14]([F:17])=[CH:13][CH:12]=2)=[N:4][N:5]([CH2:7][CH2:8][O:9][CH3:10])[CH:6]=1.C(OC(=O)[NH:24][C:25]1[CH:30]=[C:29](B2OC(C)(C)C(C)(C)O2)[CH:28]=[CH:27][N:26]=1)(C)(C)C.C(=O)([O-])[O-].[Na+].[Na+]. The catalyst is O1CCOCC1.C1CCC(P(C2CCCCC2)C2CCCCC2)CC1.C1CCC(P(C2CCCCC2)C2CCCCC2)CC1.[Cl-].[Cl-].[Pd+2]. The product is [F:17][C:14]1[CH:15]=[CH:16][C:11]([C:3]2[C:2]([C:29]3[CH:28]=[CH:27][N:26]=[C:25]([NH2:24])[CH:30]=3)=[CH:6][N:5]([CH2:7][CH2:8][O:9][CH3:10])[N:4]=2)=[CH:12][CH:13]=1. The yield is 0.860.